Task: Predict the reactants needed to synthesize the given product.. Dataset: Full USPTO retrosynthesis dataset with 1.9M reactions from patents (1976-2016) Given the product [C:1]([O:5][C:6]([N:8]1[C@H:13]([C:14]([O:16][CH2:23][C:24]2[CH:29]=[CH:28][CH:27]=[CH:26][CH:25]=2)=[O:15])[CH2:12][C@@H:11]2[C@H:9]1[CH2:10]2)=[O:7])([CH3:4])([CH3:2])[CH3:3], predict the reactants needed to synthesize it. The reactants are: [C:1]([O:5][C:6]([N:8]1[C@H:13]([C:14]([OH:16])=[O:15])[CH2:12][C@@H:11]2[C@H:9]1[CH2:10]2)=[O:7])([CH3:4])([CH3:3])[CH3:2].C([O-])([O-])=O.[Cs+].[Cs+].[CH2:23](Br)[C:24]1[CH:29]=[CH:28][CH:27]=[CH:26][CH:25]=1.